Dataset: Catalyst prediction with 721,799 reactions and 888 catalyst types from USPTO. Task: Predict which catalyst facilitates the given reaction. (1) Reactant: [C:1]([O:5][C:6](=[O:27])[N:7]([CH:9]([C:25]#[N:26])[CH2:10][CH2:11][C:12]([O:23][CH3:24])([CH3:22])[CH2:13][O:14][Si:15]([C:18]([CH3:21])([CH3:20])[CH3:19])([CH3:17])[CH3:16])[CH3:8])([CH3:4])([CH3:3])[CH3:2].[NH2:28][OH:29]. Product: [C:1]([O:5][C:6](=[O:27])[N:7]([CH:9]([C:25]([NH:28][OH:29])=[NH:26])[CH2:10][CH2:11][C:12]([O:23][CH3:24])([CH3:22])[CH2:13][O:14][Si:15]([C:18]([CH3:19])([CH3:20])[CH3:21])([CH3:16])[CH3:17])[CH3:8])([CH3:2])([CH3:3])[CH3:4]. The catalyst class is: 5. (2) Reactant: Cl[C:2]1[N:7]2[N:8]=[C:9]([NH2:11])[N:10]=[C:6]2[CH:5]=[C:4]([C:12]([F:15])([F:14])[F:13])[CH:3]=1.[CH:16]([NH2:19])([CH3:18])[CH3:17]. Product: [CH:16]([NH:19][C:2]1[N:7]2[N:8]=[C:9]([NH2:11])[N:10]=[C:6]2[CH:5]=[C:4]([C:12]([F:15])([F:14])[F:13])[CH:3]=1)([CH3:18])[CH3:17]. The catalyst class is: 51. (3) Reactant: Cl.[CH2:2]([C:9]1([NH:19][CH2:20][C:21]2[CH:26]=[CH:25][C:24]([O:27][CH3:28])=[CH:23][CH:22]=2)[CH2:18][CH2:17][C:12]2(OCC[O:13]2)[CH2:11][CH2:10]1)[C:3]1[CH:8]=[CH:7][CH:6]=[CH:5][CH:4]=1.C(=O)([O-])[O-].[K+].[K+]. Product: [CH2:2]([C:9]1([NH:19][CH2:20][C:21]2[CH:22]=[CH:23][C:24]([O:27][CH3:28])=[CH:25][CH:26]=2)[CH2:18][CH2:17][C:12](=[O:13])[CH2:11][CH2:10]1)[C:3]1[CH:4]=[CH:5][CH:6]=[CH:7][CH:8]=1. The catalyst class is: 21. (4) Reactant: C[O:2][C:3]([C:5]1[CH:6]=[C:7]2[C:20](=[CH:21][CH:22]=1)[C@@H:19]1[C@H:10]([C@H:11]3[C@@:15]([CH2:17][CH2:18]1)([CH3:16])[C:14](=[O:23])[CH2:13][C@H:12]3[CH2:24][CH2:25][C:26]([NH:28][C:29]1[S:30][C:31]([CH3:34])=[CH:32][N:33]=1)=[O:27])[CH2:9][CH2:8]2)=[O:4].[Li+].[OH-].CO. Product: [CH3:34][C:31]1[S:30][C:29]([NH:28][C:26](=[O:27])[CH2:25][CH2:24][C@H:12]2[C@H:11]3[C@H:10]4[C@H:19]([CH2:18][CH2:17][C@:15]3([CH3:16])[C:14](=[O:23])[CH2:13]2)[C:20]2[C:7](=[CH:6][C:5]([C:3]([OH:4])=[O:2])=[CH:22][CH:21]=2)[CH2:8][CH2:9]4)=[N:33][CH:32]=1. The catalyst class is: 6. (5) Reactant: [Cl:1][C:2]1[CH:3]=[C:4]([NH:13][CH:14]2[CH2:19][CH2:18][O:17][CH2:16][CH2:15]2)[C:5]([CH3:12])=[C:6]([CH:11]=1)[C:7]([O:9][CH3:10])=[O:8].[H-].[Na+].Br[CH2:23][CH:24]=[CH2:25]. Product: [CH2:25]([N:13]([CH:14]1[CH2:19][CH2:18][O:17][CH2:16][CH2:15]1)[C:4]1[C:5]([CH3:12])=[C:6]([CH:11]=[C:2]([Cl:1])[CH:3]=1)[C:7]([O:9][CH3:10])=[O:8])[CH:24]=[CH2:23]. The catalyst class is: 3.